Regression. Given a peptide amino acid sequence and an MHC pseudo amino acid sequence, predict their binding affinity value. This is MHC class I binding data. From a dataset of Peptide-MHC class I binding affinity with 185,985 pairs from IEDB/IMGT. (1) The peptide sequence is VVKDKIKLPT. The MHC is HLA-A02:02 with pseudo-sequence HLA-A02:02. The binding affinity (normalized) is 0.0270. (2) The peptide sequence is KEAVNHFHL. The MHC is HLA-A69:01 with pseudo-sequence HLA-A69:01. The binding affinity (normalized) is 0.0847.